From a dataset of Peptide-MHC class I binding affinity with 185,985 pairs from IEDB/IMGT. Regression. Given a peptide amino acid sequence and an MHC pseudo amino acid sequence, predict their binding affinity value. This is MHC class I binding data. (1) The peptide sequence is ELPQWLSANR. The MHC is HLA-A23:01 with pseudo-sequence HLA-A23:01. The binding affinity (normalized) is 0. (2) The peptide sequence is FLQQRKPPL. The MHC is HLA-B46:01 with pseudo-sequence HLA-B46:01. The binding affinity (normalized) is 0.0847.